This data is from Catalyst prediction with 721,799 reactions and 888 catalyst types from USPTO. The task is: Predict which catalyst facilitates the given reaction. (1) Reactant: I[C:2]1[C:10]2[C:5](=[N:6][CH:7]=[N:8][C:9]=2[NH2:11])[N:4]([CH:12]2[CH2:17][CH2:16][N:15]([CH3:18])[CH2:14][CH2:13]2)[N:3]=1.[CH3:19][O:20][C:21]1[CH:26]=[C:25](B2OC(C)(C)C(C)(C)O2)[CH:24]=[CH:23][C:22]=1[NH:36][C:37](=[O:43])[O:38][C:39]([CH3:42])([CH3:41])[CH3:40].C(=O)([O-])[O-].[Na+].[Na+].COCCOC. Product: [NH2:11][C:9]1[N:8]=[CH:7][N:6]=[C:5]2[N:4]([CH:12]3[CH2:17][CH2:16][N:15]([CH3:18])[CH2:14][CH2:13]3)[N:3]=[C:2]([C:25]3[CH:24]=[CH:23][C:22]([NH:36][C:37](=[O:43])[O:38][C:39]([CH3:40])([CH3:41])[CH3:42])=[C:21]([O:20][CH3:19])[CH:26]=3)[C:10]=12. The catalyst class is: 6. (2) Reactant: [CH:1]([NH:4][CH:5]1[CH2:10][CH2:9][NH:8][CH2:7][CH2:6]1)([CH3:3])[CH3:2].ClCCl.[CH3:14][O:15][C:16]1[CH:21]=[CH:20][N:19]=[CH:18][C:17]=1[CH:22]=O.C(O[BH-](OC(=O)C)OC(=O)C)(=O)C.[Na+]. Product: [CH:1]([NH:4][CH:5]1[CH2:10][CH2:9][N:8]([CH2:22][C:17]2[CH:18]=[N:19][CH:20]=[CH:21][C:16]=2[O:15][CH3:14])[CH2:7][CH2:6]1)([CH3:3])[CH3:2]. The catalyst class is: 33. (3) The catalyst class is: 434. Reactant: [C:1]([C:3]1[CH:8]=[CH:7][C:6]([NH:9][C:10]2[N:15]=[C:14]([NH:16][CH2:17][CH2:18][CH3:19])[C:13]([C:20]([OH:22])=O)=[CH:12][N:11]=2)=[CH:5][CH:4]=1)#[N:2].Cl.C(N=C=NCCCN(C)C)C.O.ON1C2C=CC=CC=2N=N1.C(N(CC)C(C)C)(C)C.[NH2:55][C:56]1[CH:57]=[C:58]([NH:62][C:63](=[O:75])[C@@H:64]([N:66]([CH3:74])[C:67](=[O:73])[O:68][C:69]([CH3:72])([CH3:71])[CH3:70])[CH3:65])[CH:59]=[CH:60][CH:61]=1.C(=O)([O-])O.[Na+]. Product: [C:1]([C:3]1[CH:4]=[CH:5][C:6]([NH:9][C:10]2[N:15]=[C:14]([NH:16][CH2:17][CH2:18][CH3:19])[C:13]([C:20]([NH:55][C:56]3[CH:57]=[C:58]([NH:62][C:63](=[O:75])[C@@H:64]([N:66]([CH3:74])[C:67](=[O:73])[O:68][C:69]([CH3:70])([CH3:72])[CH3:71])[CH3:65])[CH:59]=[CH:60][CH:61]=3)=[O:22])=[CH:12][N:11]=2)=[CH:7][CH:8]=1)#[N:2]. (4) Reactant: [C:1]([C:4]1(C(OC)=O)[CH2:9][CH2:8][O:7][CH2:6][CH2:5]1)(=[O:3])[CH3:2].OO.[OH-].[Na+].S([O-])([O-])(=O)=O.[Na+].[Na+]. Product: [C:1]([CH:4]1[CH2:9][CH2:8][O:7][CH2:6][CH2:5]1)(=[O:3])[CH3:2]. The catalyst class is: 5. (5) Reactant: [OH:1][NH:2][C:3]([C:5]1[CH:6]=[CH:7][C:8]([CH3:28])=[C:9]([NH:11][C:12](=[O:27])[C:13]2[CH:18]=[CH:17][C:16]([O:19][CH2:20][C:21]3[CH:26]=[CH:25][CH:24]=[CH:23][N:22]=3)=[CH:15][CH:14]=2)[CH:10]=1)=[NH:4].[C:29](OC(=O)C)(=O)[CH3:30]. Product: [CH3:28][C:8]1[CH:7]=[CH:6][C:5]([C:3]2[N:4]=[C:29]([CH3:30])[O:1][N:2]=2)=[CH:10][C:9]=1[NH:11][C:12](=[O:27])[C:13]1[CH:18]=[CH:17][C:16]([O:19][CH2:20][C:21]2[CH:26]=[CH:25][CH:24]=[CH:23][N:22]=2)=[CH:15][CH:14]=1. The catalyst class is: 12. (6) Reactant: C[O:2][C:3](=[O:30])[CH2:4][C:5]1[CH:29]=[CH:28][C:8]([O:9][CH2:10][CH2:11][C@@H:12]2[CH2:14][C@@H:13]2[CH:15]2[CH2:20][CH2:19][N:18]([C:21]([O:23][C:24]3([CH3:27])[CH2:26][CH2:25]3)=[O:22])[CH2:17][CH2:16]2)=[CH:7][CH:6]=1.[OH-].[Li+].Cl. Product: [CH3:27][C:24]1([O:23][C:21]([N:18]2[CH2:19][CH2:20][CH:15]([C@H:13]3[CH2:14][C@H:12]3[CH2:11][CH2:10][O:9][C:8]3[CH:28]=[CH:29][C:5]([CH2:4][C:3]([OH:30])=[O:2])=[CH:6][CH:7]=3)[CH2:16][CH2:17]2)=[O:22])[CH2:25][CH2:26]1. The catalyst class is: 87. (7) Reactant: Cl[C:2]1[N:9]=[C:8]([CH3:10])[CH:7]=[CH:6][C:3]=1[C:4]#[N:5].[NH:11]([S:13]([CH3:16])(=[O:15])=[O:14])[CH3:12].C([O-])([O-])=O.[Cs+].[Cs+]. Product: [C:4]([C:3]1[C:2]([N:11]([CH3:12])[S:13]([CH3:16])(=[O:15])=[O:14])=[N:9][C:8]([CH3:10])=[CH:7][CH:6]=1)#[N:5]. The catalyst class is: 10. (8) Reactant: [N:1]([CH2:4][C:5]([O:7][C@H:8]([CH2:37][N:38]([S:43]([C:46]1[CH:54]=[CH:53][C:49]2[O:50][CH2:51][O:52][C:48]=2[CH:47]=1)(=[O:45])=[O:44])[CH2:39][CH:40]([CH3:42])[CH3:41])[C@@H:9]([NH:25][C:26]([O:28][C@@H:29]1[C@H:36]2[C@H:32]([O:33][CH2:34][CH2:35]2)[O:31][CH2:30]1)=[O:27])[CH2:10][C:11]1[CH:16]=[CH:15][C:14]([O:17][CH2:18][C:19]2[N:20]=[C:21]([CH3:24])[S:22][CH:23]=2)=[CH:13][CH:12]=1)=[O:6])=[N+]=[N-].C1(P(C2C=CC=CC=2)C2C=CC=CC=2)C=CC=CC=1.O. Product: [NH2:1][CH2:4][C:5]([O:7][C@H:8]([CH2:37][N:38]([S:43]([C:46]1[CH:54]=[CH:53][C:49]2[O:50][CH2:51][O:52][C:48]=2[CH:47]=1)(=[O:45])=[O:44])[CH2:39][CH:40]([CH3:41])[CH3:42])[C@@H:9]([NH:25][C:26]([O:28][C@@H:29]1[C@H:36]2[C@H:32]([O:33][CH2:34][CH2:35]2)[O:31][CH2:30]1)=[O:27])[CH2:10][C:11]1[CH:12]=[CH:13][C:14]([O:17][CH2:18][C:19]2[N:20]=[C:21]([CH3:24])[S:22][CH:23]=2)=[CH:15][CH:16]=1)=[O:6]. The catalyst class is: 7. (9) The catalyst class is: 10. Reactant: [CH2:1]([C:3]1[N:8]=[C:7](S(C)(=O)=O)[N:6]=[C:5]([N:13]2[CH:17]=[C:16]([C:18]([F:21])([F:20])[F:19])[CH:15]=[N:14]2)[CH:4]=1)[CH3:2].[OH:22][C:23]1[CH:28]=[CH:27][N:26]=[C:25]([C:29]([F:32])([F:31])[F:30])[CH:24]=1.C([O-])([O-])=O.[K+].[K+].O. Product: [CH2:1]([C:3]1[N:8]=[C:7]([O:22][C:23]2[CH:28]=[CH:27][N:26]=[C:25]([C:29]([F:32])([F:30])[F:31])[CH:24]=2)[N:6]=[C:5]([N:13]2[CH:17]=[C:16]([C:18]([F:21])([F:20])[F:19])[CH:15]=[N:14]2)[CH:4]=1)[CH3:2].